From a dataset of Full USPTO retrosynthesis dataset with 1.9M reactions from patents (1976-2016). Predict the reactants needed to synthesize the given product. (1) Given the product [CH2:29]([N:15]1[C:14](=[O:20])[N:13]([C:11]2[CH:10]=[N:9][N:8]([CH2:7][C:6]3[C:2]([CH3:1])=[N:3][O:4][C:5]=3[CH3:21])[CH:12]=2)[C:17](=[O:18])[N:16]1[CH3:19])[C:30]1[CH:35]=[CH:34][CH:33]=[CH:32][CH:31]=1, predict the reactants needed to synthesize it. The reactants are: [CH3:1][C:2]1[C:6]([CH2:7][N:8]2[CH:12]=[C:11]([N:13]3[C:17](=[O:18])[N:16]([CH3:19])[NH:15][C:14]3=[O:20])[CH:10]=[N:9]2)=[C:5]([CH3:21])[O:4][N:3]=1.C(N(CC)CC)C.[CH2:29](Br)[C:30]1[CH:35]=[CH:34][CH:33]=[CH:32][CH:31]=1. (2) Given the product [CH:1]1([N:6]2[C:11]3[N:12]=[C:13]([NH:17][C:18]4[CH:19]=[CH:20][C:21]([C:22]([NH:28][C:29]5[CH:30]=[C:31]([C:35]([O:37][CH3:38])=[O:36])[N:32]([CH3:34])[CH:33]=5)=[O:23])=[CH:25][CH:26]=4)[N:14]=[C:15]([CH3:16])[C:10]=3[CH:9]=[CH:8][C:7]2=[O:27])[CH2:5][CH2:4][CH2:3][CH2:2]1, predict the reactants needed to synthesize it. The reactants are: [CH:1]1([N:6]2[C:11]3[N:12]=[C:13]([NH:17][C:18]4[CH:26]=[CH:25][C:21]([C:22](O)=[O:23])=[CH:20][CH:19]=4)[N:14]=[C:15]([CH3:16])[C:10]=3[CH:9]=[CH:8][C:7]2=[O:27])[CH2:5][CH2:4][CH2:3][CH2:2]1.[NH2:28][C:29]1[CH:30]=[C:31]([C:35]([O:37][CH3:38])=[O:36])[N:32]([CH3:34])[CH:33]=1. (3) Given the product [CH:23]1([N:12]2[CH2:13][CH2:14][CH:9]([O:8][C:7]3[C:2]([F:1])=[CH:3][C:4]([C:16]4[CH2:17][CH2:18][C:19](=[O:22])[NH:20][N:21]=4)=[CH:5][C:6]=3[F:15])[CH2:10][CH2:11]2)[CH2:26][CH2:25][CH2:24]1, predict the reactants needed to synthesize it. The reactants are: [F:1][C:2]1[CH:3]=[C:4]([C:16]2[CH2:17][CH2:18][C:19](=[O:22])[NH:20][N:21]=2)[CH:5]=[C:6]([F:15])[C:7]=1[O:8][CH:9]1[CH2:14][CH2:13][NH:12][CH2:11][CH2:10]1.[C:23]1(=O)[CH2:26][CH2:25][CH2:24]1.C([BH3-])#N.[Na+].C(O)(=O)C. (4) Given the product [CH2:1]([O:8][C:9]([N:11]1[C:14]2([CH2:19][CH2:18][CH2:17][N:16]([C:21]3[C:22]4[CH:29]=[CH:28][NH:27][C:23]=4[N:24]=[CH:25][N:26]=3)[CH2:15]2)[CH2:13][CH2:12]1)=[O:10])[C:2]1[CH:3]=[CH:4][CH:5]=[CH:6][CH:7]=1, predict the reactants needed to synthesize it. The reactants are: [CH2:1]([O:8][C:9]([N:11]1[C:14]2([CH2:19][CH2:18][CH2:17][NH:16][CH2:15]2)[CH2:13][CH2:12]1)=[O:10])[C:2]1[CH:7]=[CH:6][CH:5]=[CH:4][CH:3]=1.Cl[C:21]1[C:22]2[CH:29]=[CH:28][NH:27][C:23]=2[N:24]=[CH:25][N:26]=1.C(=O)([O-])[O-].[K+].[K+].